Dataset: Forward reaction prediction with 1.9M reactions from USPTO patents (1976-2016). Task: Predict the product of the given reaction. Given the reactants C(OC(=O)[NH:10][C:11]1[CH:16]=[N:15][C:14]([CH2:17][CH:18]2[O:22][CH2:21][CH2:20][O:19]2)=[CH:13][N:12]=1)C1C=CC=CC=1.C(OCC)(=O)C, predict the reaction product. The product is: [O:22]1[CH2:21][CH2:20][O:19][CH:18]1[CH2:17][C:14]1[N:15]=[CH:16][C:11]([NH2:10])=[N:12][CH:13]=1.